This data is from Forward reaction prediction with 1.9M reactions from USPTO patents (1976-2016). The task is: Predict the product of the given reaction. The product is: [C:1]1([C:7]2[C:15]3[C:10](=[N:11][CH:12]=[C:13]([C:31]4[CH:32]=[CH:33][C:28]([O:27][CH3:26])=[CH:29][CH:30]=4)[CH:14]=3)[N:9]([S:17]([C:20]3[CH:25]=[CH:24][CH:23]=[CH:22][CH:21]=3)(=[O:19])=[O:18])[CH:8]=2)[CH:6]=[CH:5][CH:4]=[CH:3][CH:2]=1. Given the reactants [C:1]1([C:7]2[C:15]3[C:10](=[N:11][CH:12]=[C:13](Br)[CH:14]=3)[N:9]([S:17]([C:20]3[CH:25]=[CH:24][CH:23]=[CH:22][CH:21]=3)(=[O:19])=[O:18])[CH:8]=2)[CH:6]=[CH:5][CH:4]=[CH:3][CH:2]=1.[CH3:26][O:27][C:28]1[CH:33]=[CH:32][CH:31]=[CH:30][C:29]=1B(O)O.C([O-])([O-])=O.[K+].[K+], predict the reaction product.